This data is from Full USPTO retrosynthesis dataset with 1.9M reactions from patents (1976-2016). The task is: Predict the reactants needed to synthesize the given product. Given the product [Cl:14][CH2:15][C:16]([NH:6][C:5]1[CH:7]=[C:8]([O:12][CH3:13])[C:9]([O:10][CH3:11])=[C:3]([O:2][CH3:1])[CH:4]=1)=[O:17], predict the reactants needed to synthesize it. The reactants are: [CH3:1][O:2][C:3]1[CH:4]=[C:5]([CH:7]=[C:8]([O:12][CH3:13])[C:9]=1[O:10][CH3:11])[NH2:6].[Cl:14][CH2:15][C:16](Cl)=[O:17].